This data is from Forward reaction prediction with 1.9M reactions from USPTO patents (1976-2016). The task is: Predict the product of the given reaction. (1) Given the reactants [NH:1]1[CH2:6][CH2:5][CH2:4][C@H:3]([N:7]2[CH:11]=[C:10]([O:12][C:13]3[N:14]=[C:15]([OH:23])[C:16]4[CH:22]=[CH:21][N:20]=[CH:19][C:17]=4[N:18]=3)[CH:9]=[N:8]2)[CH2:2]1.Br[CH2:25][C:26]1[CH:31]=[CH:30][CH:29]=[CH:28][CH:27]=1, predict the reaction product. The product is: [CH2:25]([N:1]1[CH2:6][CH2:5][CH2:4][C@H:3]([N:7]2[CH:11]=[C:10]([O:12][C:13]3[N:14]=[C:15]([OH:23])[C:16]4[CH:22]=[CH:21][N:20]=[CH:19][C:17]=4[N:18]=3)[CH:9]=[N:8]2)[CH2:2]1)[C:26]1[CH:31]=[CH:30][CH:29]=[CH:28][CH:27]=1. (2) Given the reactants [Br:1][C:2]1[CH:7]=[C:6]([NH:8][CH2:9][CH3:10])[C:5]([N+:11]([O-])=O)=[CH:4][N:3]=1.[OH-].[Na+].[ClH:16], predict the reaction product. The product is: [Br:1][C:2]1[N:3]=[C:4]([Cl:16])[C:5]([NH2:11])=[C:6]([NH:8][CH2:9][CH3:10])[CH:7]=1. (3) Given the reactants [Cl:1][CH:2]([Cl:23])[C:3]([N:5]1[C@H:9]([CH2:10]O)[C@@H:8]([C:12]2[CH:17]=[CH:16][C:15]([S:18]([CH3:21])(=[O:20])=[O:19])=[CH:14][CH:13]=2)[O:7][C:6]1=[O:22])=[O:4].C(N(CC)C(F)(F)C(F)C(F)(F)[F:30])C, predict the reaction product. The product is: [Cl:1][CH:2]([Cl:23])[C:3]([N:5]1[C@H:9]([CH2:10][F:30])[C@@H:8]([C:12]2[CH:17]=[CH:16][C:15]([S:18]([CH3:21])(=[O:20])=[O:19])=[CH:14][CH:13]=2)[O:7][C:6]1=[O:22])=[O:4]. (4) Given the reactants [CH3:1][C:2]1[N:7]=[C:6]([C:8]2[NH:12][C:11]([CH2:13][C:14]3[CH:15]=[C:16]([CH:20]=[CH:21][CH:22]=3)[C:17]([NH2:19])=[O:18])=[N:10][C:9]=2[C:23]2[CH:24]=[C:25]3[C:30](=[CH:31][CH:32]=2)[N:29]=[CH:28][CH:27]=[CH:26]3)[CH:5]=[CH:4][CH:3]=1.[OH:33][P:34]([OH:37])([OH:36])=[O:35], predict the reaction product. The product is: [P:34]([OH:37])([OH:36])([OH:35])=[O:33].[CH3:1][C:2]1[N:7]=[C:6]([C:8]2[NH:12][C:11]([CH2:13][C:14]3[CH:15]=[C:16]([CH:20]=[CH:21][CH:22]=3)[C:17]([NH2:19])=[O:18])=[N:10][C:9]=2[C:23]2[CH:24]=[C:25]3[C:30](=[CH:31][CH:32]=2)[N:29]=[CH:28][CH:27]=[CH:26]3)[CH:5]=[CH:4][CH:3]=1.